From a dataset of Reaction yield outcomes from USPTO patents with 853,638 reactions. Predict the reaction yield, written as a fraction of the theoretical maximum amount of product (1.0 means a 100% yield; for example, 0.34 means a 34% yield). (1) The yield is 0.670. The reactants are [NH2:1][C:2]1[C:11]2[C:6](=[C:7](I)[C:8]([F:12])=[CH:9][CH:10]=2)[N:5]=[N:4][C:3]=1[C:14]([NH:16][CH:17]1[CH2:19][CH2:18]1)=[O:15].[CH3:20][O:21][C:22]1[C:27](B(O)O)=[CH:26][CH:25]=[C:24]([O:31][CH3:32])[N:23]=1. The product is [NH2:1][C:2]1[C:11]2[C:6](=[C:7]([C:27]3[C:22]([O:21][CH3:20])=[N:23][C:24]([O:31][CH3:32])=[CH:25][CH:26]=3)[C:8]([F:12])=[CH:9][CH:10]=2)[N:5]=[N:4][C:3]=1[C:14]([NH:16][CH:17]1[CH2:19][CH2:18]1)=[O:15]. No catalyst specified. (2) The reactants are [C:1](/[C:3](=[C:17](\[C:19]1[CH:24]=[CH:23][C:22]([O:25]COC)=[CH:21][CH:20]=1)/[CH3:18])/[C:4]([NH:6][CH2:7][CH2:8][CH2:9][CH2:10][CH2:11][CH2:12][CH2:13][CH2:14][CH2:15][CH3:16])=[O:5])#[N:2].Cl.C(=O)([O-])O.[Na+]. The catalyst is C1COCC1.C(O)(C)C. The product is [C:1](/[C:3](=[C:17](\[C:19]1[CH:20]=[CH:21][C:22]([OH:25])=[CH:23][CH:24]=1)/[CH3:18])/[C:4]([NH:6][CH2:7][CH2:8][CH2:9][CH2:10][CH2:11][CH2:12][CH2:13][CH2:14][CH2:15][CH3:16])=[O:5])#[N:2]. The yield is 0.860.